This data is from Catalyst prediction with 721,799 reactions and 888 catalyst types from USPTO. The task is: Predict which catalyst facilitates the given reaction. Reactant: [Br:1][C:2]1[CH:7]=[C:6]([O:8][CH3:9])[C:5]([OH:10])=[C:4]([O:11][CH3:12])[CH:3]=1.[OH-].[K+].C(OP([C:23](Br)([F:25])[F:24])(=O)OCC)C. Product: [Br:1][C:2]1[CH:3]=[C:4]([O:11][CH3:12])[C:5]([O:10][CH:23]([F:25])[F:24])=[C:6]([O:8][CH3:9])[CH:7]=1. The catalyst class is: 144.